From a dataset of Reaction yield outcomes from USPTO patents with 853,638 reactions. Predict the reaction yield, written as a fraction of the theoretical maximum amount of product (1.0 means a 100% yield; for example, 0.34 means a 34% yield). (1) The reactants are [F:1][C:2]([F:20])([F:19])[C:3]([N:5]1[CH2:14][CH2:13][C:12]2[C:7](=[CH:8][C:9]([S:15](Cl)(=[O:17])=[O:16])=[CH:10][CH:11]=2)[CH2:6]1)=[O:4].Cl.[CH3:22][NH:23][CH3:24].C(N(CC)CC)C. The catalyst is O1CCOCC1. The product is [CH3:22][N:23]([CH3:24])[S:15]([C:9]1[CH:8]=[C:7]2[C:12]([CH2:13][CH2:14][N:5]([C:3](=[O:4])[C:2]([F:20])([F:19])[F:1])[CH2:6]2)=[CH:11][CH:10]=1)(=[O:17])=[O:16]. The yield is 0.820. (2) The reactants are [OH-].[Na+].Cl.[CH:4]1([C:7](=[NH:10])OC)[CH2:6][CH2:5]1.[C:11]([CH2:13][C:14]([NH:16][NH2:17])=O)#[N:12]. The catalyst is CO. The product is [CH:4]1([C:7]2[NH:10][C:14]([CH2:13][C:11]#[N:12])=[N:16][N:17]=2)[CH2:6][CH2:5]1. The yield is 0.530. (3) The catalyst is CO. The product is [ClH:22].[F:1][C:2]1[CH:3]=[CH:4][C:5]([C:8]2[CH:9]=[CH:10][C:11]([N:14]3[CH2:15][CH2:16][NH:17][CH2:18][CH2:19]3)=[N:12][CH:13]=2)=[CH:6][CH:7]=1. The reactants are [F:1][C:2]1[CH:7]=[CH:6][C:5]([C:8]2[CH:9]=[CH:10][C:11]([N:14]3[CH2:19][CH2:18][N:17](C=O)[CH2:16][CH2:15]3)=[N:12][CH:13]=2)=[CH:4][CH:3]=1.[ClH:22]. The yield is 1.00. (4) The reactants are C([C@@:8]1([C:33]([O-:35])=[O:34])[N:12]([C:13]([O:15][CH2:16][CH:17]2[C:29]3[CH:28]=[CH:27][CH:26]=[CH:25][C:24]=3[C:23]3[C:18]2=[CH:19][CH:20]=[CH:21][CH:22]=3)=[O:14])[C@H:11]2[CH2:30][CH2:31][CH2:32][C@H:10]2[CH2:9]1)C1C=CC=CC=1.C1CCCCC=1. The catalyst is CCO.[Pd]. The product is [CH:28]1[C:29]2[CH:17]([CH2:16][O:15][C:13]([N:12]3[C@H:8]([C:33]([OH:35])=[O:34])[CH2:9][C@@H:10]4[CH2:32][CH2:31][CH2:30][C@H:11]34)=[O:14])[C:18]3[C:23](=[CH:22][CH:21]=[CH:20][CH:19]=3)[C:24]=2[CH:25]=[CH:26][CH:27]=1. The yield is 0.370. (5) The reactants are [Al+3].[Cl-].[Cl-].[Cl-].C(O[C:9](=[O:11])[CH3:10])(=O)C.[C:12]1([S:18]([N:21]2[C:29]3[C:24](=[CH:25][CH:26]=[CH:27][CH:28]=3)[CH2:23][CH2:22]2)(=[O:20])=[O:19])[CH:17]=[CH:16][CH:15]=[CH:14][CH:13]=1. The catalyst is C(Cl)Cl. The product is [C:12]1([S:18]([N:21]2[C:29]3[C:24](=[CH:25][C:26]([C:9](=[O:11])[CH3:10])=[CH:27][CH:28]=3)[CH2:23][CH2:22]2)(=[O:20])=[O:19])[CH:13]=[CH:14][CH:15]=[CH:16][CH:17]=1. The yield is 0.790. (6) The catalyst is ClCCl. The product is [CH3:8][O:9][C:10]1[CH:11]=[C:12]2[C:17](=[CH:18][CH:19]=1)[C:16]([O:20][C:21]1[CH:22]=[CH:23][C:24]([O:27][CH2:28][CH2:29][N:30]3[CH2:31][CH2:32][CH2:33][CH2:34][CH2:35]3)=[CH:25][CH:26]=1)=[C:15]([O:36][S:39]([C:38]([F:51])([F:50])[F:37])(=[O:41])=[O:40])[CH:14]=[CH:13]2. The reactants are C(N(CC)CC)C.[CH3:8][O:9][C:10]1[CH:11]=[C:12]2[C:17](=[CH:18][CH:19]=1)[C:16]([O:20][C:21]1[CH:26]=[CH:25][C:24]([O:27][CH2:28][CH2:29][N:30]3[CH2:35][CH2:34][CH2:33][CH2:32][CH2:31]3)=[CH:23][CH:22]=1)=[C:15]([OH:36])[CH:14]=[CH:13]2.[F:37][C:38]([F:51])([F:50])[S:39](O[S:39]([C:38]([F:51])([F:50])[F:37])(=[O:41])=[O:40])(=[O:41])=[O:40]. The yield is 0.909. (7) The reactants are CC(C)=O.[CH2:5]([N:7]([CH2:44][CH3:45])[CH2:8][CH2:9][CH2:10][NH:11][C:12]1[N:13]=[C:14]([C:31]2[CH:32]=[C:33]([CH:40]=[CH:41][C:42]=2[CH3:43])[C:34]([NH:36][CH2:37][CH2:38][CH3:39])=[O:35])[C:15]2[CH2:20][NH:19][C:18](=[O:21])[N:17]([C:22]3[C:27]([F:28])=[CH:26][CH:25]=[CH:24][C:23]=3[F:29])[C:16]=2[N:30]=1)[CH3:6].[P:46](=[O:50])([OH:49])([OH:48])[OH:47]. The catalyst is CO. The product is [P:46]([OH:50])([OH:49])([OH:48])=[O:47].[CH2:44]([N:7]([CH2:5][CH3:6])[CH2:8][CH2:9][CH2:10][NH:11][C:12]1[N:13]=[C:14]([C:31]2[CH:32]=[C:33]([CH:40]=[CH:41][C:42]=2[CH3:43])[C:34]([NH:36][CH2:37][CH2:38][CH3:39])=[O:35])[C:15]2[CH2:20][NH:19][C:18](=[O:21])[N:17]([C:22]3[C:23]([F:29])=[CH:24][CH:25]=[CH:26][C:27]=3[F:28])[C:16]=2[N:30]=1)[CH3:45]. The yield is 0.671.